From a dataset of Reaction yield outcomes from USPTO patents with 853,638 reactions. Predict the reaction yield, written as a fraction of the theoretical maximum amount of product (1.0 means a 100% yield; for example, 0.34 means a 34% yield). (1) The reactants are [CH3:1][N:2]1[CH2:7][CH2:6][NH:5][CH2:4][CH2:3]1.Cl[C:9]1[CH:10]=[CH:11][C:12]([N+:16]([O-])=O)=[C:13]([NH2:15])[CH:14]=1.C([O-])([O-])=O.[K+].[K+].CN(C=O)C. The catalyst is O. The product is [CH3:1][N:2]1[CH2:7][CH2:6][N:5]([C:10]2[CH:11]=[C:12]([NH2:16])[C:13]([NH2:15])=[CH:14][CH:9]=2)[CH2:4][CH2:3]1. The yield is 0.910. (2) The yield is 0.600. The product is [Br:20][C:18]1[CH:19]=[C:14]([NH:11][C:9]2[CH:8]=[C:5]3[CH2:6][O:7][C:2]([CH3:12])([CH3:1])[CH2:3][N:4]3[N:10]=2)[C:15](=[O:22])[N:16]([CH3:21])[CH:17]=1. The catalyst is C1C=CC(/C=C/C(/C=C/C2C=CC=CC=2)=O)=CC=1.C1C=CC(/C=C/C(/C=C/C2C=CC=CC=2)=O)=CC=1.C1C=CC(/C=C/C(/C=C/C2C=CC=CC=2)=O)=CC=1.[Pd].[Pd].O1CCOCC1. The reactants are [CH3:1][C:2]1([CH3:12])[O:7][CH2:6][C:5]2=[CH:8][C:9]([NH2:11])=[N:10][N:4]2[CH2:3]1.Br[C:14]1[C:15](=[O:22])[N:16]([CH3:21])[CH:17]=[C:18]([Br:20])[CH:19]=1.CC1(C)C2C(=C(P(C3C=CC=CC=3)C3C=CC=CC=3)C=CC=2)OC2C(P(C3C=CC=CC=3)C3C=CC=CC=3)=CC=CC1=2.C(=O)([O-])[O-].[Cs+].[Cs+].